Dataset: Catalyst prediction with 721,799 reactions and 888 catalyst types from USPTO. Task: Predict which catalyst facilitates the given reaction. (1) Reactant: [F:1][C:2]1[CH:7]=[CH:6][CH:5]=[C:4]([F:8])[C:3]=1[N:9]1[C:14]2[N:15]=[C:16]([N:29]3[CH2:34][CH2:33][CH:32]([N:35]4[CH2:40][CH2:39][CH:38]([CH3:41])[CH2:37][CH2:36]4)[CH2:31][CH2:30]3)[N:17]=[C:18]([C:19]3[CH:20]=[C:21]([CH:25]=[CH:26][C:27]=3[CH3:28])[C:22](O)=[O:23])[C:13]=2[CH:12]=[CH:11][C:10]1=[O:42].CN(C(ON1N=[N:58][C:53]2[CH:54]=[CH:55][CH:56]=CC1=2)=[N+](C)C)C.F[P-](F)(F)(F)(F)F.C(N(CC)CC)C.C1(N)CCC1. Product: [CH:53]1([NH:58][C:22](=[O:23])[C:21]2[CH:25]=[CH:26][C:27]([CH3:28])=[C:19]([C:18]3[C:13]4[CH:12]=[CH:11][C:10](=[O:42])[N:9]([C:3]5[C:2]([F:1])=[CH:7][CH:6]=[CH:5][C:4]=5[F:8])[C:14]=4[N:15]=[C:16]([N:29]4[CH2:34][CH2:33][CH:32]([N:35]5[CH2:40][CH2:39][CH:38]([CH3:41])[CH2:37][CH2:36]5)[CH2:31][CH2:30]4)[N:17]=3)[CH:20]=2)[CH2:54][CH2:55][CH2:56]1. The catalyst class is: 3. (2) Product: [Br:1][C:2]1[CH:3]=[CH:4][C:5]2[N:6]([C:8]([C:11]([N:31]3[CH2:32][CH2:33][CH:28]([C:24]4[CH:25]=[CH:26][CH:27]=[C:22]([F:21])[C:23]=4[C:34]([F:37])([F:35])[F:36])[CH2:29][CH2:30]3)=[O:13])=[N:9][N:10]=2)[CH:7]=1. The catalyst class is: 20. Reactant: [Br:1][C:2]1[CH:3]=[CH:4][C:5]2[N:6]([C:8]([C:11]([O:13]CC)=O)=[N:9][N:10]=2)[CH:7]=1.O[Li].O.Cl.Cl.[F:21][C:22]1[C:23]([C:34]([F:37])([F:36])[F:35])=[C:24]([CH:28]2[CH2:33][CH2:32][NH:31][CH2:30][CH2:29]2)[CH:25]=[CH:26][CH:27]=1.F[P-](F)(F)(F)(F)F.N1(O[P+](N(C)C)(N(C)C)N(C)C)C2C=CC=CC=2N=N1.C(N(C(C)C)CC)(C)C.